From a dataset of Full USPTO retrosynthesis dataset with 1.9M reactions from patents (1976-2016). Predict the reactants needed to synthesize the given product. Given the product [Br:14][C:15]1[CH:24]=[CH:23][CH:22]=[CH:21][C:16]=1[CH:17]([N:18]([CH3:20])[CH3:19])[C:6]1[C:5]2[C:9](=[CH:10][CH:11]=[CH:12][C:4]=2[N+:1]([O-:3])=[O:2])[NH:8][CH:7]=1, predict the reactants needed to synthesize it. The reactants are: [N+:1]([C:4]1[CH:12]=[CH:11][CH:10]=[C:9]2[C:5]=1[CH:6]=[CH:7][NH:8]2)([O-:3])=[O:2].[Cl-].[Br:14][C:15]1[CH:24]=[CH:23][CH:22]=[CH:21][C:16]=1[CH:17]=[N+:18]([CH3:20])[CH3:19].BrC1C=CC=CC=1C=O.CNC.